Dataset: Full USPTO retrosynthesis dataset with 1.9M reactions from patents (1976-2016). Task: Predict the reactants needed to synthesize the given product. (1) The reactants are: [Br:1][C:2]1[CH:3]=[N:4][C:5]([Cl:11])=[C:6]([CH:10]=1)[C:7](O)=O.S(Cl)(Cl)=O.C[Si]([C:20]#[CH:21])(C)C.C(N(CC)CC)C.Cl.[CH:30]([NH2:32])=[NH:31].O.C(=O)([O-])[O-].[Na+].[Na+]. Given the product [Br:1][C:2]1[CH:10]=[C:6]([C:7]2[CH:21]=[CH:20][N:32]=[CH:30][N:31]=2)[C:5]([Cl:11])=[N:4][CH:3]=1, predict the reactants needed to synthesize it. (2) Given the product [F:1][C:2]1([F:18])[CH2:6][CH2:5][C@@H:4]([C@@:7]([OH:17])([C:11]2[CH:12]=[CH:13][CH:14]=[CH:15][CH:16]=2)[C:8]([O:10][CH:20]2[CH2:25][NH:24][C:23](=[S:26])[NH:22][CH2:21]2)=[O:9])[CH2:3]1, predict the reactants needed to synthesize it. The reactants are: [F:1][C:2]1([F:18])[CH2:6][CH2:5][C@@H:4]([C@@:7]([OH:17])([C:11]2[CH:16]=[CH:15][CH:14]=[CH:13][CH:12]=2)[C:8]([OH:10])=[O:9])[CH2:3]1.O[CH:20]1[CH2:25][NH:24][C:23](=[S:26])[NH:22][CH2:21]1.